Dataset: Reaction yield outcomes from USPTO patents with 853,638 reactions. Task: Predict the reaction yield, written as a fraction of the theoretical maximum amount of product (1.0 means a 100% yield; for example, 0.34 means a 34% yield). The reactants are [F:1][C:2]1[CH:7]=[C:6]([F:8])[C:5]([F:9])=[CH:4][C:3]=1[N:10]1[CH2:15][CH2:14][NH:13][CH2:12][CH2:11]1.Cl[CH2:17][C@H:18]([N:20]1[C:29](=[O:30])[CH2:28][C:23]2([CH2:27][CH2:26][CH2:25][CH2:24]2)[CH2:22][C:21]1=[O:31])[CH3:19]. The catalyst is CO. The product is [F:1][C:2]1[CH:7]=[C:6]([F:8])[C:5]([F:9])=[CH:4][C:3]=1[N:10]1[CH2:11][CH2:12][N:13]([CH2:19][C@H:18]([N:20]2[C:29](=[O:30])[CH2:28][C:23]3([CH2:27][CH2:26][CH2:25][CH2:24]3)[CH2:22][C:21]2=[O:31])[CH3:17])[CH2:14][CH2:15]1. The yield is 0.470.